Dataset: Forward reaction prediction with 1.9M reactions from USPTO patents (1976-2016). Task: Predict the product of the given reaction. (1) Given the reactants [NH2:1][C@@H:2]1[CH2:7][C@H:6]([NH:8][C:9]([CH3:12])([CH3:11])[CH3:10])[CH2:5][CH2:4][C@@H:3]1[N:13]1[CH2:17][CH2:16][C@H:15]([NH:18][C:19](=[O:28])[O:20][CH2:21][C:22]2[CH:27]=[CH:26][CH:25]=[CH:24][CH:23]=2)[C:14]1=[O:29].C(N(CC)CC)C.[C:37](OC(=O)C)(=[O:39])[CH3:38], predict the reaction product. The product is: [C:37]([NH:1][C@@H:2]1[CH2:7][C@H:6]([NH:8][C:9]([CH3:12])([CH3:11])[CH3:10])[CH2:5][CH2:4][C@@H:3]1[N:13]1[CH2:17][CH2:16][C@H:15]([NH:18][C:19](=[O:28])[O:20][CH2:21][C:22]2[CH:23]=[CH:24][CH:25]=[CH:26][CH:27]=2)[C:14]1=[O:29])(=[O:39])[CH3:38]. (2) Given the reactants [F:1][C:2]([F:25])([F:24])[CH2:3][NH:4][C:5]1[N:10]=[C:9]([NH:11][C:12]2[CH:20]=[CH:19][C:15]([C:16](O)=[O:17])=[CH:14][CH:13]=2)[NH:8][C:7]2=[N:21][CH:22]=[CH:23][C:6]=12.[CH3:26][CH2:27][N:28]([CH:32]([CH3:34])C)[CH:29](C)C.C[N:36](C(ON1N=NC2C=CC=CC1=2)=[N+](C)C)C.[B-](F)(F)(F)F, predict the reaction product. The product is: [CH3:29][N:28]1[CH2:32][CH2:34][N:36]([C:16]([C:15]2[CH:14]=[CH:13][C:12]([NH:11][C:9]3[NH:8][C:7]4=[N:21][CH:22]=[CH:23][C:6]4=[C:5]([NH:4][CH2:3][C:2]([F:24])([F:1])[F:25])[N:10]=3)=[CH:20][CH:19]=2)=[O:17])[CH2:26][CH2:27]1. (3) Given the reactants Br[C:2]1[C:3]2[N:4]([N:8]=[C:9]([NH:11][C:12]3[CH:28]=[CH:27][C:15]([C:16]([N:18]([CH3:26])[CH:19]4[CH2:24][CH2:23][N:22]([CH3:25])[CH2:21][CH2:20]4)=[O:17])=[CH:14][CH:13]=3)[N:10]=2)[CH:5]=[CH:6][CH:7]=1.[Cl:29][C:30]1[CH:35]=[CH:34][C:33]([C:36]2([CH2:42][NH:43][C:44](=[O:46])[CH3:45])[CH2:41][CH2:40][NH:39][CH2:38][CH2:37]2)=[CH:32][CH:31]=1, predict the reaction product. The product is: [Cl:29][C:30]1[CH:35]=[CH:34][C:33]([C:36]2([CH2:42][NH:43][C:44](=[O:46])[CH3:45])[CH2:37][CH2:38][N:39]([C:2]3[C:3]4[N:4]([N:8]=[C:9]([NH:11][C:12]5[CH:28]=[CH:27][C:15]([C:16]([N:18]([CH3:26])[CH:19]6[CH2:24][CH2:23][N:22]([CH3:25])[CH2:21][CH2:20]6)=[O:17])=[CH:14][CH:13]=5)[N:10]=4)[CH:5]=[CH:6][CH:7]=3)[CH2:40][CH2:41]2)=[CH:32][CH:31]=1. (4) Given the reactants [F:1][C:2]([F:23])([F:22])[C:3]1[C:11]2[CH2:10][CH2:9][CH2:8][CH2:7][C:6]=2[N:5]([C:12]2[CH:17]=[CH:16][C:15]([CH2:18][C:19]([OH:21])=O)=[CH:14][CH:13]=2)[N:4]=1.[CH3:24][NH:25][CH2:26][CH2:27][C:28]1[CH:33]=[CH:32][CH:31]=[CH:30][CH:29]=1, predict the reaction product. The product is: [CH3:24][N:25]([CH2:26][CH2:27][C:28]1[CH:33]=[CH:32][CH:31]=[CH:30][CH:29]=1)[C:19](=[O:21])[CH2:18][C:15]1[CH:14]=[CH:13][C:12]([N:5]2[C:6]3[CH2:7][CH2:8][CH2:9][CH2:10][C:11]=3[C:3]([C:2]([F:23])([F:22])[F:1])=[N:4]2)=[CH:17][CH:16]=1. (5) Given the reactants [CH3:1][C:2]1[CH:7]=[C:6]([N+:8]([O-])=O)[CH:5]=[CH:4][C:3]=1[O:11][C:12]1[CH:17]=[CH:16][CH:15]=[C:14]([CH:18]=[CH:19][CH:20]([CH3:22])[CH3:21])[CH:13]=1.[Cl-].[Ca+2].[Cl-].C(O)C, predict the reaction product. The product is: [CH3:1][C:2]1[CH:7]=[C:6]([CH:5]=[CH:4][C:3]=1[O:11][C:12]1[CH:17]=[CH:16][CH:15]=[C:14]([CH:18]=[CH:19][CH:20]([CH3:22])[CH3:21])[CH:13]=1)[NH2:8].